From a dataset of Reaction yield outcomes from USPTO patents with 853,638 reactions. Predict the reaction yield, written as a fraction of the theoretical maximum amount of product (1.0 means a 100% yield; for example, 0.34 means a 34% yield). (1) The reactants are [Si:1]([O:8][CH2:9][CH:10]1[CH2:14][CH2:13][CH:12]([CH:15]([NH:18][CH3:19])[C:16]#[N:17])[CH2:11]1)([C:4]([CH3:7])([CH3:6])[CH3:5])([CH3:3])[CH3:2].C([O-])([O-])=O.[Na+].[Na+].Cl[C:27]([O:29][CH2:30][C:31]1[CH:36]=[CH:35][CH:34]=[CH:33][CH:32]=1)=[O:28]. The catalyst is C1COCC1.O. The product is [Si:1]([O:8][CH2:9][CH:10]1[CH2:14][CH2:13][CH:12]([CH:15]([C:16]#[N:17])[N:18]([CH3:19])[C:27](=[O:28])[O:29][CH2:30][C:31]2[CH:36]=[CH:35][CH:34]=[CH:33][CH:32]=2)[CH2:11]1)([C:4]([CH3:7])([CH3:6])[CH3:5])([CH3:3])[CH3:2]. The yield is 0.440. (2) The reactants are [CH3:1][C:2]1([CH3:10])[O:6][C@H:5]([C:7](=O)C)[CH2:4][O:3]1.Cl.[NH2:12][OH:13].C([O-])([O-])=O.[Na+].[Na+]. The catalyst is C1COCC1. The product is [CH3:1][C:2]1([CH3:10])[O:6][C@H:5]([CH:7]=[N:12][OH:13])[CH2:4][O:3]1. The yield is 0.974. (3) The reactants are [F:1][C:2]1[CH:11]=[C:10]2[C:5]([N:6]=[C:7]([C:46]([F:49])([F:48])[F:47])[C:8]([O:12][C@H:13]3[CH2:45][N:16]4[C:17](=[O:44])[C@@H:18]([NH:35][C:36]([C:38]5[CH:42]=[C:41]([CH3:43])[O:40][N:39]=5)=[O:37])[CH2:19][CH2:20][CH2:21][CH2:22][CH2:23][CH:24]=[CH:25][C@@H:26]5[CH2:31][C@@:27]5([C:32](O)=[O:33])[NH:28][C:29](=[O:30])[C@@H:15]4[CH2:14]3)=[N:9]2)=[CH:4][CH:3]=1.C(C1NC=CN=1)(C1NC=CN=1)=O.[CH:62]1([S:65]([NH2:68])(=[O:67])=[O:66])[CH2:64][CH2:63]1.C1CCN2C(=NCCC2)CC1.CC1CCCO1. The catalyst is CN1C(=O)CCC1.C(OC(C)C)(=O)C. The product is [CH:62]1([S:65]([NH:68][C:32]([C@@:27]23[CH2:31][C@H:26]2[CH:25]=[CH:24][CH2:23][CH2:22][CH2:21][CH2:20][CH2:19][C@H:18]([NH:35][C:36]([C:38]2[CH:42]=[C:41]([CH3:43])[O:40][N:39]=2)=[O:37])[C:17](=[O:44])[N:16]2[CH2:45][C@H:13]([O:12][C:8]4[C:7]([C:46]([F:47])([F:49])[F:48])=[N:6][C:5]5[C:10](=[CH:11][C:2]([F:1])=[CH:3][CH:4]=5)[N:9]=4)[CH2:14][C@H:15]2[C:29](=[O:30])[NH:28]3)=[O:33])(=[O:67])=[O:66])[CH2:64][CH2:63]1. The yield is 0.790. (4) The reactants are [Cl:1][C:2]1[CH:10]=[C:6]([C:7]([OH:9])=O)[C:5]([OH:11])=[CH:4][CH:3]=1.[NH2:12][C:13]1[S:14][CH:15]=[C:16]([C:18]2[CH:23]=[C:22]([C:24]([F:27])([F:26])[F:25])[CH:21]=[C:20]([C:28]([F:31])([F:30])[F:29])[CH:19]=2)[N:17]=1.P(Cl)(Cl)Cl.ClC1C=CC=CC=1. The catalyst is O. The product is [Cl:1][C:2]1[CH:3]=[CH:4][C:5]([OH:11])=[C:6]([CH:10]=1)[C:7]([NH:12][C:13]1[S:14][CH:15]=[C:16]([C:18]2[CH:19]=[C:20]([C:28]([F:29])([F:30])[F:31])[CH:21]=[C:22]([C:24]([F:27])([F:25])[F:26])[CH:23]=2)[N:17]=1)=[O:9]. The yield is 0.235. (5) The product is [N:1]1([C:10]2[S:14][C:13]([C:15]([O:17][CH3:18])=[O:16])=[C:12]([O:19][CH2:22][C:21]#[CH:20])[CH:11]=2)[C:5]2[CH:6]=[CH:7][CH:8]=[CH:9][C:4]=2[N:3]=[CH:2]1. No catalyst specified. The reactants are [N:1]1([C:10]2[S:14][C:13]([C:15]([O:17][CH3:18])=[O:16])=[C:12]([OH:19])[CH:11]=2)[C:5]2[CH:6]=[CH:7][CH:8]=[CH:9][C:4]=2[N:3]=[CH:2]1.[CH2:20](Br)[C:21]#[CH:22]. The yield is 0.740.